This data is from Catalyst prediction with 721,799 reactions and 888 catalyst types from USPTO. The task is: Predict which catalyst facilitates the given reaction. (1) Product: [CH2:27]1[CH2:28][CH:26]1[CH2:29][O:30][C:31]1[C:38]([O:39][CH3:40])=[CH:37][CH:36]=[CH:35][C:32]=1/[CH:33]=[CH:1]/[C:2]1[N:3]=[C:4]2[S:5][C:6]3[CH:25]=[CH:24][CH:23]=[CH:22][C:7]=3[N:8]2[C:9](=[O:21])[C:10]=1[C:11]1[CH:12]=[CH:13][C:14]([C:17]([F:18])([F:19])[F:20])=[CH:15][CH:16]=1. Reactant: [CH3:1][C:2]1[N:3]=[C:4]2[N:8]([C:9](=[O:21])[C:10]=1[C:11]1[CH:16]=[CH:15][C:14]([C:17]([F:20])([F:19])[F:18])=[CH:13][CH:12]=1)[C:7]1[CH:22]=[CH:23][CH:24]=[CH:25][C:6]=1[S:5]2.[CH:26]1([CH2:29][O:30][C:31]2[C:38]([O:39][CH3:40])=[CH:37][CH:36]=[CH:35][C:32]=2[CH:33]=O)[CH2:28][CH2:27]1.[O-]CC.[Na+]. The catalyst class is: 8. (2) Reactant: [F:1][C:2]1[C:7]([N:8]2[CH2:13][CH2:12][N:11]([CH3:14])[CH2:10][CH2:9]2)=[CH:6][CH:5]=[C:4]([N+:15]([O-])=O)[C:3]=1[NH2:18].Cl.NO.N1C=CC=CC=1. Product: [F:1][C:2]1[C:7]([N:8]2[CH2:13][CH2:12][N:11]([CH3:14])[CH2:10][CH2:9]2)=[CH:6][CH:5]=[C:4]([NH2:15])[C:3]=1[NH2:18]. The catalyst class is: 8. (3) Reactant: [N+:1]([C:4]1[CH:9]=[CH:8][CH:7]=[CH:6][C:5]=1[C:10]1[C:18]2[C:13](=[CH:14][CH:15]=[C:16]([NH:19][S:20]([C:23]3[CH:28]=[CH:27][CH:26]=[CH:25][C:24]=3[S:29]([CH3:32])(=[O:31])=[O:30])(=[O:22])=[O:21])[CH:17]=2)[NH:12][N:11]=1)([O-])=O.C(O)C.Cl. Product: [NH2:1][C:4]1[CH:9]=[CH:8][CH:7]=[CH:6][C:5]=1[C:10]1[C:18]2[C:13](=[CH:14][CH:15]=[C:16]([NH:19][S:20]([C:23]3[CH:28]=[CH:27][CH:26]=[CH:25][C:24]=3[S:29]([CH3:32])(=[O:31])=[O:30])(=[O:22])=[O:21])[CH:17]=2)[NH:12][N:11]=1. The catalyst class is: 150. (4) Reactant: [C:1]([O:5][C:6](=[O:20])[NH:7][C@@H:8]([CH3:19])[C:9]([C:11]1[CH:16]=[CH:15][C:14]([CH2:17][CH3:18])=[CH:13][CH:12]=1)=[O:10])([CH3:4])([CH3:3])[CH3:2].[Al](C(C)C)(C(C)C)C(C)C.CC(O)C. Product: [C:1]([O:5][C:6](=[O:20])[NH:7][C@@H:8]([CH3:19])[C@@H:9]([C:11]1[CH:16]=[CH:15][C:14]([CH2:17][CH3:18])=[CH:13][CH:12]=1)[OH:10])([CH3:4])([CH3:3])[CH3:2]. The catalyst class is: 11.